From a dataset of Full USPTO retrosynthesis dataset with 1.9M reactions from patents (1976-2016). Predict the reactants needed to synthesize the given product. The reactants are: [CH3:1][C:2]1[CH:7]=[C:6]([CH2:8][OH:9])[CH:5]=[C:4]([CH3:10])[N:3]=1.[N+:11]([C:14]1[CH:19]=[CH:18][C:17]([O:20][C:21](=O)[O:22]C2C=CC([N+]([O-])=O)=CC=2)=[CH:16][CH:15]=1)([O-:13])=[O:12].CN1CCOCC1. Given the product [C:21](=[O:22])([O:20][C:17]1[CH:16]=[CH:15][C:14]([N+:11]([O-:13])=[O:12])=[CH:19][CH:18]=1)[O:9][CH2:8][C:6]1[CH:5]=[C:4]([CH3:10])[N:3]=[C:2]([CH3:1])[CH:7]=1, predict the reactants needed to synthesize it.